Task: Predict the product of the given reaction.. Dataset: Forward reaction prediction with 1.9M reactions from USPTO patents (1976-2016) (1) Given the reactants [CH3:1][C:2]1[O:3][C:4](=[O:8])[O:5][C:6]=1[CH3:7].C(OOC(=O)C1C=CC=CC=1)(=O)C1C=CC=CC=1.[Br:27]N1C(=O)CCC1=O, predict the reaction product. The product is: [Br:27][CH2:1][C:2]1[O:3][C:4](=[O:8])[O:5][C:6]=1[CH3:7]. (2) The product is: [OH:1][CH:2]1[O:10][C@H:9]([C:11](=[O:13])[OH:12])[C@H:7]([OH:8])[C@H:5]([OH:6])[C@H:3]1[OH:4]. Given the reactants [O:1]=[CH:2][C@@H:3]([C@H:5]([C@H:7]([C@@H:9]([C:11]([OH:13])=[O:12])[OH:10])[OH:8])[OH:6])[OH:4].OC1O[C@H](CO)[C@H](O)[C@H](O)[C@H]1O, predict the reaction product. (3) Given the reactants [NH2:1][C:2]1[CH:3]=[N:4][C:5]2[C:10]([C:11]=1[NH:12][CH2:13][CH2:14][O:15][CH2:16][CH2:17][NH:18][C:19](=[O:25])[O:20][C:21]([CH3:24])([CH3:23])[CH3:22])=[CH:9][CH:8]=[CH:7][CH:6]=2.[CH2:26](OC(OCC)OCC)C.Cl.[NH+]1C=CC=CC=1.C, predict the reaction product. The product is: [N:12]1([CH2:13][CH2:14][O:15][CH2:16][CH2:17][NH:18][C:19](=[O:25])[O:20][C:21]([CH3:22])([CH3:24])[CH3:23])[C:11]2[C:10]3[CH:9]=[CH:8][CH:7]=[CH:6][C:5]=3[N:4]=[CH:3][C:2]=2[N:1]=[CH:26]1. (4) Given the reactants [Br:1][C:2]1[CH:17]=[CH:16][C:5]2[O:6][CH2:7][CH2:8][CH:9]([C:12]([O:14][CH3:15])=[O:13])[C:10](=[O:11])[C:4]=2[CH:3]=1.[H-].[Na+].[S:20](O[S:20]([C:23]([F:26])([F:25])[F:24])(=[O:22])=[O:21])([C:23]([F:26])([F:25])[F:24])(=[O:22])=[O:21], predict the reaction product. The product is: [Br:1][C:2]1[CH:17]=[CH:16][C:5]2[O:6][CH2:7][CH2:8][C:9]([C:12]([O:14][CH3:15])=[O:13])=[C:10]([O:11][S:20]([C:23]([F:26])([F:25])[F:24])(=[O:22])=[O:21])[C:4]=2[CH:3]=1. (5) The product is: [P:28]([OH:32])([OH:31])([OH:30])=[O:29].[C:1]([CH:5]1[CH2:6][CH2:7][N:8]([CH2:11][C:12]2[CH:17]=[CH:16][C:15]([C@H:18]([NH:23][S:24]([CH3:27])(=[O:26])=[O:25])[C:19]([F:22])([F:21])[F:20])=[CH:14][CH:13]=2)[CH2:9][CH2:10]1)([CH3:4])([CH3:2])[CH3:3]. Given the reactants [C:1]([CH:5]1[CH2:10][CH2:9][N:8]([CH2:11][C:12]2[CH:17]=[CH:16][C:15]([C@H:18]([NH:23][S:24]([CH3:27])(=[O:26])=[O:25])[C:19]([F:22])([F:21])[F:20])=[CH:14][CH:13]=2)[CH2:7][CH2:6]1)([CH3:4])([CH3:3])[CH3:2].[P:28](=[O:32])([OH:31])([OH:30])[OH:29], predict the reaction product.